Dataset: Full USPTO retrosynthesis dataset with 1.9M reactions from patents (1976-2016). Task: Predict the reactants needed to synthesize the given product. (1) Given the product [N:50]1[CH:51]=[CH:56][CH:55]=[C:54]([C:7]2[CH:8]=[CH:9][C:10]3[O:34][CH2:33][C:13]4([C:21]5[C:16](=[CH:17][CH:18]=[CH:19][CH:20]=5)[N:15]([CH2:22][C:23]5[O:24][C:25]([C:28]([F:30])([F:31])[F:29])=[CH:26][CH:27]=5)[C:14]4=[O:32])[C:11]=3[CH:12]=2)[CH:53]=1, predict the reactants needed to synthesize it. The reactants are: FC(F)(F)S(O[C:7]1[CH:8]=[CH:9][C:10]2[O:34][CH2:33][C:13]3([C:21]4[C:16](=[CH:17][CH:18]=[CH:19][CH:20]=4)[N:15]([CH2:22][C:23]4[O:24][C:25]([C:28]([F:31])([F:30])[F:29])=[CH:26][CH:27]=4)[C:14]3=[O:32])[C:11]=2[CH:12]=1)(=O)=O.Br[C:55]1[CH:54]=[CH:53]C=[C:51]2[C:56]=1C1(C3C=C(F)C(F)=CC=3OC1)C(=O)[N:50]2CC([NH:50][C:51]1[CH:56]=[CH:55][CH:54]=[CH:53]C=1F)=O.N1C=CC=C(B(O)O)C=1.N1C=C(B(O)O)C=NC=1. (2) Given the product [C:1]([C:3]1[C:4]([N:21]2[CH2:26][CH2:25][CH:24]([C:27](=[O:28])[NH:41][S:38]([CH2:37][C:34]3[CH:35]=[CH:36][C:31]([F:30])=[CH:32][CH:33]=3)(=[O:40])=[O:39])[CH2:23][CH2:22]2)=[N:5][C:6]([CH2:14][N:15]2[CH2:19][CH2:18][CH2:17][C:16]2=[O:20])=[C:7]([CH:8]=1)[C:9]([O:11][CH2:12][CH3:13])=[O:10])#[N:2], predict the reactants needed to synthesize it. The reactants are: [C:1]([C:3]1[C:4]([N:21]2[CH2:26][CH2:25][CH:24]([C:27](O)=[O:28])[CH2:23][CH2:22]2)=[N:5][C:6]([CH2:14][N:15]2[CH2:19][CH2:18][CH2:17][C:16]2=[O:20])=[C:7]([C:9]([O:11][CH2:12][CH3:13])=[O:10])[CH:8]=1)#[N:2].[F:30][C:31]1[CH:36]=[CH:35][C:34]([CH2:37][S:38]([NH2:41])(=[O:40])=[O:39])=[CH:33][CH:32]=1. (3) Given the product [C:57]([O:61][CH2:25][CH:23]([OH:24])[CH2:22][O:21][C:18]1[CH:19]=[CH:20][C:15]([C:12]([C:9]2[CH:8]=[CH:7][C:6]([O:5][CH2:4][CH:3]([OH:26])[CH2:2][Cl:1])=[CH:11][CH:10]=2)([CH3:14])[CH3:13])=[CH:16][CH:17]=1)([CH3:60])([CH3:59])[CH3:58], predict the reactants needed to synthesize it. The reactants are: [Cl:1][CH2:2][CH:3]([OH:26])[CH2:4][O:5][C:6]1[CH:11]=[CH:10][C:9]([C:12]([C:15]2[CH:20]=[CH:19][C:18]([O:21][CH2:22][CH:23]3[CH2:25][O:24]3)=[CH:17][CH:16]=2)([CH3:14])[CH3:13])=[CH:8][CH:7]=1.FC(F)(F)S([O-])(=O)=O.[Bi+3].FC(F)(F)S([O-])(=O)=O.FC(F)(F)S([O-])(=O)=O.C(=O)(O)[O-].[Na+].[C:57]([OH:61])([CH3:60])([CH3:59])[CH3:58]. (4) Given the product [CH2:1]([O:3][C:4](=[O:16])[CH2:5][N:6]1[C:14]2[C:9](=[C:10]([O:15][CH2:25][CH2:24][C:23]3[C:18]([CH3:17])=[N:19][C:20]([C:27]4[CH:32]=[CH:31][C:30]([C:33]([F:36])([F:34])[F:35])=[CH:29][CH:28]=4)=[CH:21][CH:22]=3)[CH:11]=[CH:12][CH:13]=2)[CH:8]=[CH:7]1)[CH3:2], predict the reactants needed to synthesize it. The reactants are: [CH2:1]([O:3][C:4](=[O:16])[CH2:5][N:6]1[C:14]2[C:9](=[C:10]([OH:15])[CH:11]=[CH:12][CH:13]=2)[CH:8]=[CH:7]1)[CH3:2].[CH3:17][C:18]1[C:23]([CH2:24][CH2:25]O)=[CH:22][CH:21]=[C:20]([C:27]2[CH:32]=[CH:31][C:30]([C:33]([F:36])([F:35])[F:34])=[CH:29][CH:28]=2)[N:19]=1.N(C(OC(C)(C)C)=O)=NC(OC(C)(C)C)=O.C1(P(C2C=CC=CC=2)C2C=CC=CC=2)C=CC=CC=1. (5) The reactants are: Br[C:2]1[CH:3]=[C:4]2[C:9](=[CH:10][CH:11]=1)[N:8]=[C:7]([CH3:12])[CH:6]=[CH:5]2.[F:13][C:14]1[CH:19]=[C:18]([F:20])[CH:17]=[CH:16][C:15]=1B(O)O.C(OC(O)C)C.C(=O)([O-])[O-].[Na+].[Na+]. Given the product [F:13][C:14]1[CH:19]=[C:18]([F:20])[CH:17]=[CH:16][C:15]=1[C:2]1[CH:3]=[C:4]2[C:9](=[CH:10][CH:11]=1)[N:8]=[C:7]([CH3:12])[CH:6]=[CH:5]2, predict the reactants needed to synthesize it. (6) Given the product [Cl:68][C:62]1[CH:63]=[N:64][CH:65]=[C:66]([Cl:67])[C:61]=1[C:59]([NH:58][C:55]1[CH:56]=[CH:57][C:52]([CH2:51][C@H:47]([NH:1][C:2]([NH:19][C:14]2[CH:15]=[CH:16][CH:17]=[CH:18][C:13]=2[S:10]([N:69]2[CH2:74][CH2:73][CH2:72][CH2:71][CH2:70]2)(=[O:11])=[O:12])=[S:3])[C:48]([OH:50])=[O:49])=[CH:53][CH:54]=1)=[O:60], predict the reactants needed to synthesize it. The reactants are: [N-:1]=[C:2]=[S:3].C1([S:10]([C:13]2[CH:18]=[CH:17][CH:16]=[CH:15][C:14]=2[NH:19]C(=O)N[C@H](C(OC)=O)CC2C=CC(OC(=O)C3C(Cl)=CN=CC=3Cl)=CC=2)(=[O:12])=[O:11])C=CC=CC=1.N[C@@H:47]([CH2:51][C:52]1[CH:57]=[CH:56][C:55]([NH:58][C:59]([C:61]2[C:66]([Cl:67])=[CH:65][N:64]=[CH:63][C:62]=2[Cl:68])=[O:60])=[CH:54][CH:53]=1)[C:48]([OH:50])=[O:49].[N:69]1[CH:74]=[CH:73][CH:72]=[CH:71][CH:70]=1.O. (7) Given the product [NH2:7][CH2:8][CH2:9][CH2:10][N:11]([CH2:16][C:17]1[CH:22]=[CH:21][CH:20]=[C:19]([C:23]2[CH:28]=[CH:27][N:26]=[C:25]([NH:31][CH2:32][CH2:33][C:34]3[CH:35]=[CH:36][C:37]([O:41][CH3:42])=[C:38]([OH:40])[CH:39]=3)[N:24]=2)[CH:18]=1)[S:12]([CH3:15])(=[O:13])=[O:14], predict the reactants needed to synthesize it. The reactants are: C(OC(=O)[NH:7][CH2:8][CH2:9][CH2:10][N:11]([CH2:16][C:17]1[CH:22]=[CH:21][CH:20]=[C:19]([C:23]2[CH:28]=[CH:27][N:26]=[C:25](Cl)[N:24]=2)[CH:18]=1)[S:12]([CH3:15])(=[O:14])=[O:13])(C)(C)C.[NH2:31][CH2:32][CH2:33][C:34]1[CH:35]=[CH:36][C:37]([O:41][CH3:42])=[C:38]([OH:40])[CH:39]=1. (8) Given the product [F:1][C:2]1[C:11]([F:12])=[C:10]2[C:5]([CH2:6][CH2:7][CH:8]([CH2:13][CH2:14][CH3:15])[O:9]2)=[C:4]2[CH2:16][CH:17]([CH3:19])[O:18][C:3]=12, predict the reactants needed to synthesize it. The reactants are: [F:1][C:2]1[C:11]([F:12])=[C:10]2[C:5]([CH2:6][CH2:7][CH:8]([CH2:13][CH2:14][CH3:15])[O:9]2)=[C:4]2[CH:16]=[C:17]([CH3:19])[O:18][C:3]=12. (9) Given the product [NH2:11][C:10]1[C:2]([Cl:1])=[C:3]([CH:7]=[C:8]([F:13])[C:9]=1[Cl:12])[CH2:4][NH2:6], predict the reactants needed to synthesize it. The reactants are: [Cl:1][C:2]1[C:10]([NH2:11])=[C:9]([Cl:12])[C:8]([F:13])=[CH:7][C:3]=1[C:4]([NH2:6])=O.[H-].[H-].[H-].[H-].[Li+].[Al+3].